Dataset: Forward reaction prediction with 1.9M reactions from USPTO patents (1976-2016). Task: Predict the product of the given reaction. Given the reactants [CH3:1][C:2]1[CH:3]=[C:4]([C:8]([C:10]2[CH:11]=[N:12][CH:13]=[CH:14][C:15]=2[CH3:16])=O)[O:5][C:6]=1[CH3:7].[NH3:17], predict the reaction product. The product is: [CH3:1][C:2]1[CH:3]=[C:4]([OH:5])[C:8]([C:10]2[CH:11]=[N:12][CH:13]=[CH:14][C:15]=2[CH3:16])=[N:17][C:6]=1[CH3:7].